Dataset: Peptide-MHC class II binding affinity with 134,281 pairs from IEDB. Task: Regression. Given a peptide amino acid sequence and an MHC pseudo amino acid sequence, predict their binding affinity value. This is MHC class II binding data. (1) The peptide sequence is VKLEGRVIDLGCGRG. The MHC is DRB3_0101 with pseudo-sequence DRB3_0101. The binding affinity (normalized) is 0. (2) The peptide sequence is VVDLSKMRAVWVDGK. The MHC is HLA-DQA10501-DQB10201 with pseudo-sequence HLA-DQA10501-DQB10201. The binding affinity (normalized) is 0.320.